Dataset: Full USPTO retrosynthesis dataset with 1.9M reactions from patents (1976-2016). Task: Predict the reactants needed to synthesize the given product. (1) Given the product [CH2:1]([O:3][C:4]([C:6]1([CH2:9][NH:10][CH:11]2[CH2:15][CH2:14][CH2:13][CH2:12]2)[CH2:8][CH2:7]1)=[O:5])[CH3:2], predict the reactants needed to synthesize it. The reactants are: [CH2:1]([O:3][C:4]([C:6]1([CH2:9][NH2:10])[CH2:8][CH2:7]1)=[O:5])[CH3:2].[C:11]1(=O)[CH2:15][CH2:14][CH2:13][CH2:12]1.C([O-])(=O)C.[Na+].C(O[BH-](OC(=O)C)OC(=O)C)(=O)C.[Na+]. (2) Given the product [Cl:13][C:3]1[C:2]([C:16]2[CH:15]=[N:14][CH:19]=[CH:18][CH:17]=2)=[CH:10][CH:9]=[C:8]2[C:4]=1[CH2:5][C:6](=[O:12])[N:7]2[CH3:11], predict the reactants needed to synthesize it. The reactants are: Br[C:2]1[C:3]([Cl:13])=[C:4]2[C:8](=[CH:9][CH:10]=1)[N:7]([CH3:11])[C:6](=[O:12])[CH2:5]2.[N:14]1[CH:19]=[CH:18][CH:17]=[C:16](B(O)O)[CH:15]=1.COCCOC. (3) The reactants are: [H-].[Na+].[F:3][C:4]1[CH:18]=[CH:17][C:7]2[NH:8][C:9]3[CH:16]=[CH:15][CH:14]=[CH:13][C:10]=3[O:11][CH2:12][C:6]=2[CH:5]=1.[CH3:19][N:20]([CH3:39])[C:21]1[CH:38]=[CH:37][C:24]([CH2:25][CH2:26][N:27]2[CH2:31][CH2:30][C@H:29](OS(C)(=O)=O)[CH2:28]2)=[CH:23][CH:22]=1. Given the product [F:3][C:4]1[CH:18]=[CH:17][C:7]2[N:8]([C@@H:30]3[CH2:29][CH2:28][N:27]([CH2:26][CH2:25][C:24]4[CH:23]=[CH:22][C:21]([N:20]([CH3:19])[CH3:39])=[CH:38][CH:37]=4)[CH2:31]3)[C:9]3[CH:16]=[CH:15][CH:14]=[CH:13][C:10]=3[O:11][CH2:12][C:6]=2[CH:5]=1, predict the reactants needed to synthesize it. (4) Given the product [F:19][C:16]1[CH:17]=[CH:18][C:13]([N:12]2[CH:9]([C:6]3[CH:7]=[CH:8][C:3]([CH2:2][N:40]4[CH2:45][CH2:44][NH:43][CH2:42][CH2:41]4)=[CH:4][C:5]=3[OH:39])[CH:10]([CH2:21][CH2:22][CH:23]([C:24]3[CH:25]=[CH:26][C:27]([F:30])=[CH:28][CH:29]=3)[OH:31])[C:11]2=[O:20])=[CH:14][CH:15]=1, predict the reactants needed to synthesize it. The reactants are: Br[CH2:2][C:3]1[CH:8]=[CH:7][C:6]([CH:9]2[N:12]([C:13]3[CH:18]=[CH:17][C:16]([F:19])=[CH:15][CH:14]=3)[C:11](=[O:20])[CH:10]2[CH2:21][CH2:22][CH:23]([O:31][Si](C(C)(C)C)(C)C)[C:24]2[CH:29]=[CH:28][C:27]([F:30])=[CH:26][CH:25]=2)=[C:5]([OH:39])[CH:4]=1.[NH:40]1[CH2:45][CH2:44][NH:43][CH2:42][CH2:41]1. (5) Given the product [CH3:1][C:2]1[C:7]([CH:8]([CH2:13][CH2:14][CH3:15])[C:9]([OH:11])=[O:10])=[C:6]([C:16]2[CH:17]=[CH:18][C:19]([CH3:22])=[CH:20][CH:21]=2)[N:5]=[C:4]([NH:23][C:24]2[CH:25]=[CH:26][CH:27]=[CH:28][CH:29]=2)[N:3]=1, predict the reactants needed to synthesize it. The reactants are: [CH3:1][C:2]1[C:7]([CH:8]([CH2:13][CH2:14][CH3:15])[C:9]([O:11]C)=[O:10])=[C:6]([C:16]2[CH:21]=[CH:20][C:19]([CH3:22])=[CH:18][CH:17]=2)[N:5]=[C:4]([NH:23][C:24]2[CH:29]=[CH:28][CH:27]=[CH:26][CH:25]=2)[N:3]=1.[OH-].[Na+].